Dataset: Experimentally validated miRNA-target interactions with 360,000+ pairs, plus equal number of negative samples. Task: Binary Classification. Given a miRNA mature sequence and a target amino acid sequence, predict their likelihood of interaction. (1) Result: 0 (no interaction). The protein sequence of the target gene is MILTSFGDDMWLLTTLLLWVPVGGEVVNATKAVITLQPPWVSIFQKENVTLWCEGPHLPGDSSTQWFINGTAVQISTPSYSIPEASFQDSGEYRCQIGSSMPSDPVQLQIHNDWLLLQASRRVLTEGEPLALRCHGWKNKLVYNVVFYRNGKSFQFSSDSEVAILKTNLSHSGIYHCSGTGRHRYTSAGVSITVKELFTTPVLRASVSSPFPEGSLVTLNCETNLLLQRPGLQLHFSFYVGSKILEYRNTSSEYHIARAEREDAGFYWCEVATEDSSVLKRSPELELQVLGPQSSAPVWF.... The miRNA is hsa-miR-548f-5p with sequence UGCAAAAGUAAUCACAGUUUUU. (2) The miRNA is hsa-miR-548l with sequence AAAAGUAUUUGCGGGUUUUGUC. The protein sequence of the target gene is MVIRVYIASSSGSTAIKKKQQDVLGFLEANKIGFEEKDIAANEENRKWMRENVPENSRPATGYPLPPQIFNESQYRGDYDAFFEARENNAVYAFLGLTAPPGSKEAEVQAKQQA. Result: 1 (interaction). (3) The miRNA is mmu-miR-292a-3p with sequence AAAGUGCCGCCAGGUUUUGAGUGU. The protein sequence of the target gene is MTGEKIRSLRRDHKPSKEEGDLLEPGDEEAAAALGGTFTRSRIGKGGKACHKIFSNHHHRLQLKAAPASSNPPGAPALPLHNSSVTANSQSPALLAGTNPVAVVADGGSCPAHYPVHECVFKGDVRRLSSLIRTHNIGQKDNHGNTPLHLAVMLGNKECAHLLLAHNAPVKVKNAQGWSPLAEAISYGDRQMITALLRKLKQQSRESVEEKRPRLLKALKELGDFYLELHWDFQSWVPLLSRILPSDACKIYKQGINIRLDTTLIDFTDMKCQRGDLSFIFNGDAAPSESFVVLDNEQKV.... Result: 0 (no interaction). (4) The miRNA is hsa-miR-4427 with sequence UCUGAAUAGAGUCUGAAGAGU. The protein sequence of the target gene is MAATLGPLGSWQQWRRCLSARDGSRMLLLLLLLGSGQGPQQVGAGQTFEYLKREHSLSKPYQGVGTGSSSLWNLMGNAMVMTQYIRLTPDMQSKQGALWNRVPCFLRDWELQVHFKIHGQGKKNLHGDGLAIWYTKDRMQPGPVFGNMDKFVGLGVFVDTYPNEEKQQERVFPYISAMVNNGSLSYDHERDGRPTELGGCTAIVRNLHYDTFLVIRYVKRHLTIMMDIDGKHEWRDCIEVPGVRLPRGYYFGTSSITGDLSDNHDVISLKLFELTVERTPEEEKLHRDVFLPSVDNMKLP.... Result: 0 (no interaction).